Predict which catalyst facilitates the given reaction. From a dataset of Catalyst prediction with 721,799 reactions and 888 catalyst types from USPTO. (1) Reactant: [CH2:1]([N:3]([CH2:57][CH3:58])[C:4]1[CH:9]=[CH:8][C:7]([NH:10][C:11]([C:13]2[CH:14]=[C:15]([CH2:19][CH2:20][CH2:21][O:22][CH2:23][CH2:24][O:25][CH2:26][CH2:27][O:28][CH2:29][CH2:30][O:31][CH2:32][CH2:33][C:34]([OH:36])=O)[CH:16]=[CH:17][CH:18]=2)=[O:12])=[C:6]([C:37]2[CH:42]=[C:41]([C:43](=[O:56])[NH:44][CH2:45][C:46]3[CH:51]=[CH:50][CH:49]=[C:48]([C:52]([F:55])([F:54])[F:53])[CH:47]=3)[CH:40]=[CH:39][N:38]=2)[CH:5]=1)[CH3:2].[N:59]1([C:65]2[CH:70]=[CH:69][C:68]([OH:71])=[CH:67][CH:66]=2)[CH2:64][CH2:63][NH:62][CH2:61][CH2:60]1.CCN(C(C)C)C(C)C.CN(C(ON1N=NC2C=CC=NC1=2)=[N+](C)C)C.F[P-](F)(F)(F)(F)F. Product: [CH2:1]([N:3]([CH2:57][CH3:58])[C:4]1[CH:9]=[CH:8][C:7]([NH:10][C:11](=[O:12])[C:13]2[CH:18]=[CH:17][CH:16]=[C:15]([CH2:19][CH2:20][CH2:21][O:22][CH2:23][CH2:24][O:25][CH2:26][CH2:27][O:28][CH2:29][CH2:30][O:31][CH2:32][CH2:33][C:34]([N:62]3[CH2:61][CH2:60][N:59]([C:65]4[CH:66]=[CH:67][C:68]([OH:71])=[CH:69][CH:70]=4)[CH2:64][CH2:63]3)=[O:36])[CH:14]=2)=[C:6]([C:37]2[CH:42]=[C:41]([CH:40]=[CH:39][N:38]=2)[C:43]([NH:44][CH2:45][C:46]2[CH:51]=[CH:50][CH:49]=[C:48]([C:52]([F:54])([F:53])[F:55])[CH:47]=2)=[O:56])[CH:5]=1)[CH3:2]. The catalyst class is: 3. (2) Reactant: [F:1][C:2]1[CH:11]=[CH:10][C:5]([C:6]([O:8][CH3:9])=[O:7])=[CH:4][C:3]=1[CH3:12].[N+:13]([O-])([OH:15])=[O:14]. Product: [F:1][C:2]1[C:11]([N+:13]([O-:15])=[O:14])=[CH:10][C:5]([C:6]([O:8][CH3:9])=[O:7])=[CH:4][C:3]=1[CH3:12]. The catalyst class is: 82. (3) Reactant: [CH3:1][CH:2]([N:4]1[C:8]([CH:9]2[CH2:13][CH2:12][CH2:11][CH:10]2[CH2:14][OH:15])=[CH:7][CH:6]=[N:5]1)[CH3:3].[OH:16][C:17]1[CH:24]=[CH:23][CH:22]=[C:21](O)[C:18]=1[CH:19]=[O:20].C1C=CC(P(C2C=CC=CC=2)C2C=CC=CC=2)=CC=1.CC(OC(/N=N/C(OC(C)C)=O)=O)C. Product: [OH:16][C:17]1[CH:24]=[CH:23][CH:22]=[C:21]([O:15][CH2:14][CH:10]2[CH2:11][CH2:12][CH2:13][CH:9]2[C:8]2[N:4]([CH:2]([CH3:1])[CH3:3])[N:5]=[CH:6][CH:7]=2)[C:18]=1[CH:19]=[O:20]. The catalyst class is: 7. (4) Reactant: [NH2:1][CH2:2][C:3]1[C:12](=[O:13])[C:11]2[C:6](=[CH:7][C:8]([Cl:14])=[CH:9][CH:10]=2)[N:5]([C:15]2[CH:20]=[CH:19][CH:18]=[CH:17][CH:16]=2)[CH:4]=1.Cl[C:22]([O:24][C:25]1[CH:30]=[CH:29][CH:28]=[CH:27][CH:26]=1)=[O:23].C(N(CC)C(C)C)(C)C. Product: [C:25]1([O:24][C:22](=[O:23])[NH:1][CH2:2][C:3]2[C:12](=[O:13])[C:11]3[C:6](=[CH:7][C:8]([Cl:14])=[CH:9][CH:10]=3)[N:5]([C:15]3[CH:16]=[CH:17][CH:18]=[CH:19][CH:20]=3)[CH:4]=2)[CH:30]=[CH:29][CH:28]=[CH:27][CH:26]=1. The catalyst class is: 2.